The task is: Predict which catalyst facilitates the given reaction.. This data is from Catalyst prediction with 721,799 reactions and 888 catalyst types from USPTO. (1) Reactant: [C:1]([NH:4][NH:5][C:6](=O)[CH2:7][C@H:8]1[N:15]([S:16]([C:19]2[CH:20]=[CH:21][CH:22]=[C:23]3[C:28]=2[N:27]=[CH:26][CH:25]=[CH:24]3)(=[O:18])=[O:17])[CH2:14][C:13]2[CH:29]=[CH:30][CH:31]=[CH:32][C:12]=2[CH2:11][O:10][CH2:9]1)(=[O:3])[CH3:2].O=P(Cl)(Cl)Cl. Product: [CH3:2][C:1]1[O:3][C:6]([CH2:7][C@H:8]2[N:15]([S:16]([C:19]3[CH:20]=[CH:21][CH:22]=[C:23]4[C:28]=3[N:27]=[CH:26][CH:25]=[CH:24]4)(=[O:18])=[O:17])[CH2:14][C:13]3[CH:29]=[CH:30][CH:31]=[CH:32][C:12]=3[CH2:11][O:10][CH2:9]2)=[N:5][N:4]=1. The catalyst class is: 6. (2) Reactant: [C:1]([CH:5]1[N:14]2[C:9](=[CH:10][C:11](=[O:20])[C:12]([C:15]([O:17]CC)=[O:16])=[CH:13]2)[C:8]2[CH:21]=[C:22]([O:34][CH3:35])[C:23]([O:25][CH2:26][CH2:27][CH2:28][N:29]3[CH:33]=[CH:32][CH:31]=[N:30]3)=[CH:24][C:7]=2[CH2:6]1)([CH3:4])([CH3:3])[CH3:2].[OH-].[Na+].Cl. Product: [C:1]([CH:5]1[N:14]2[C:9](=[CH:10][C:11](=[O:20])[C:12]([C:15]([OH:17])=[O:16])=[CH:13]2)[C:8]2[CH:21]=[C:22]([O:34][CH3:35])[C:23]([O:25][CH2:26][CH2:27][CH2:28][N:29]3[CH:33]=[CH:32][CH:31]=[N:30]3)=[CH:24][C:7]=2[CH2:6]1)([CH3:4])([CH3:2])[CH3:3]. The catalyst class is: 88. (3) Reactant: [Cl:1][C:2]1[CH:3]=[C:4]([CH:7]=[C:8]([Cl:20])[C:9]=1[N:10]1[CH:19]=[C:13]2[CH:14]=[N:15][CH:16]=[C:17]([Cl:18])[C:12]2=[N:11]1)C#N.N(C1C(Cl)=CN=CC=1/C=N/C1C(Cl)=CC=CC=1Cl)=[N+]=[N-]. Product: [Cl:18][C:17]1[C:12]2[C:13](=[CH:19][N:10]([C:9]3[C:8]([Cl:20])=[CH:7][CH:4]=[CH:3][C:2]=3[Cl:1])[N:11]=2)[CH:14]=[N:15][CH:16]=1. The catalyst class is: 11.